This data is from Catalyst prediction with 721,799 reactions and 888 catalyst types from USPTO. The task is: Predict which catalyst facilitates the given reaction. (1) Reactant: [Br:1][C:2]1[CH:3]=[C:4]([CH2:9][CH2:10][C:11]([O:13][CH3:14])=[O:12])[CH:5]=[CH:6][C:7]=1[OH:8].S(Cl)([Cl:18])(=O)=O.C(=O)([O-])O.[Na+]. Product: [Br:1][C:2]1[CH:3]=[C:4]([CH2:9][CH2:10][C:11]([O:13][CH3:14])=[O:12])[CH:5]=[C:6]([Cl:18])[C:7]=1[OH:8]. The catalyst class is: 22. (2) Reactant: Br[C:2]1[CH:3]=[C:4]2[C:10]([C:11]([F:14])([F:13])[F:12])=[N:9][NH:8][C:5]2=[N:6][CH:7]=1.[B:15]1([B:15]2[O:19][C:18]([CH3:21])([CH3:20])[C:17]([CH3:23])([CH3:22])[O:16]2)[O:19][C:18]([CH3:21])([CH3:20])[C:17]([CH3:23])([CH3:22])[O:16]1.C([O-])(=O)C.[K+]. Product: [CH3:22][C:17]1([CH3:23])[C:18]([CH3:21])([CH3:20])[O:19][B:15]([C:2]2[CH:3]=[C:4]3[C:10]([C:11]([F:14])([F:13])[F:12])=[N:9][NH:8][C:5]3=[N:6][CH:7]=2)[O:16]1. The catalyst class is: 140. (3) Reactant: [O:1]1[CH2:5][CH2:4][CH2:3][CH:2]1[C:6]([OH:8])=[O:7].C(Cl)(=O)C(Cl)=O.[O:15]=[CH:16][C:17]1[CH:25]=[CH:24][C:22](O)=[C:19]([O:20][CH3:21])[CH:18]=1.O1CCCC1C(Cl)=O.N1C=CC=CC=1. Product: [O:1]1[CH2:5][CH2:4][CH2:3][CH:2]1[C:6]([O:8][C:22]1[CH:24]=[CH:25][C:17]([CH:16]=[O:15])=[CH:18][C:19]=1[O:20][CH3:21])=[O:7]. The catalyst class is: 59. (4) Reactant: OS(O)(=O)=O.[Br:6][C:7]1[CH:15]=[CH:14][C:10]([C:11]([OH:13])=[O:12])=[C:9]([CH3:16])[CH:8]=1.[CH3:17]O. Product: [Br:6][C:7]1[CH:15]=[CH:14][C:10]([C:11]([O:13][CH3:17])=[O:12])=[C:9]([CH3:16])[CH:8]=1. The catalyst class is: 25. (5) Reactant: [CH3:1][S:2]([CH2:5][C:6](=[NH:8])[NH2:7])(=[O:4])=[O:3].C(=O)([O-])[O-].[K+].[K+].[C:15](OCC)(=[O:22])[CH2:16][C:17](OCC)=[O:18]. Product: [CH3:1][S:2]([CH2:5][C:6]1[N:7]=[C:17]([OH:18])[CH:16]=[C:15]([OH:22])[N:8]=1)(=[O:4])=[O:3]. The catalyst class is: 27.